This data is from Forward reaction prediction with 1.9M reactions from USPTO patents (1976-2016). The task is: Predict the product of the given reaction. (1) Given the reactants [F:1][C:2]1[CH:10]=[CH:9][C:5]([C:6](Cl)=[O:7])=[C:4]([C:11]([F:14])([F:13])[F:12])[CH:3]=1.[CH3:15][N:16]1[C:21](=[O:22])[N:20]([CH3:23])[C:19](=[O:24])[C:18]([N:25]2[CH2:30][CH2:29][NH:28][CH2:27][CH2:26]2)=[N:17]1, predict the reaction product. The product is: [F:1][C:2]1[CH:10]=[CH:9][C:5]([C:6]([N:28]2[CH2:27][CH2:26][N:25]([C:18]3[C:19](=[O:24])[N:20]([CH3:23])[C:21](=[O:22])[N:16]([CH3:15])[N:17]=3)[CH2:30][CH2:29]2)=[O:7])=[C:4]([C:11]([F:14])([F:13])[F:12])[CH:3]=1.[F:12][C:11]([F:14])([F:13])[C:4]1[CH:3]=[CH:2][C:10]([C:11]([F:14])([F:13])[F:12])=[CH:9][C:5]=1[C:6]([N:28]1[CH2:27][CH2:26][N:25]([C:18]2[C:19](=[O:24])[N:20]([CH3:23])[C:21](=[O:22])[N:16]([CH3:15])[N:17]=2)[CH2:30][CH2:29]1)=[O:7]. (2) Given the reactants [CH3:1][S:2][O-].[Na+].[Cl:5][CH2:6][C:7]1([CH3:26])[O:11][N:10]=[C:9]([S:12][CH2:13][C:14]2[C:15]([C:22]([F:25])([F:24])[F:23])=[N:16][N:17]([CH2:20][CH3:21])[C:18]=2F)[CH2:8]1.O.C(OCC)(=O)C, predict the reaction product. The product is: [Cl:5][CH2:6][C:7]1([CH3:26])[O:11][N:10]=[C:9]([S:12][CH2:13][C:14]2[C:15]([C:22]([F:25])([F:24])[F:23])=[N:16][N:17]([CH2:20][CH3:21])[C:18]=2[S:2][CH3:1])[CH2:8]1.